From a dataset of NCI-60 drug combinations with 297,098 pairs across 59 cell lines. Regression. Given two drug SMILES strings and cell line genomic features, predict the synergy score measuring deviation from expected non-interaction effect. (1) Drug 1: CN1CCC(CC1)COC2=C(C=C3C(=C2)N=CN=C3NC4=C(C=C(C=C4)Br)F)OC. Drug 2: CC12CCC3C(C1CCC2O)C(CC4=C3C=CC(=C4)O)CCCCCCCCCS(=O)CCCC(C(F)(F)F)(F)F. Cell line: OVCAR-4. Synergy scores: CSS=14.0, Synergy_ZIP=0.315, Synergy_Bliss=3.89, Synergy_Loewe=4.01, Synergy_HSA=4.38. (2) Drug 1: CN(C)C1=NC(=NC(=N1)N(C)C)N(C)C. Drug 2: C1=CC=C(C(=C1)C(C2=CC=C(C=C2)Cl)C(Cl)Cl)Cl. Cell line: OVCAR-5. Synergy scores: CSS=2.94, Synergy_ZIP=1.94, Synergy_Bliss=2.46, Synergy_Loewe=-1.83, Synergy_HSA=-1.26.